From a dataset of Full USPTO retrosynthesis dataset with 1.9M reactions from patents (1976-2016). Predict the reactants needed to synthesize the given product. (1) Given the product [S:20]1[CH:24]=[CH:23][N:22]=[C:21]1[CH2:25][N:4]1[CH2:3][CH2:2][N:1]([C:7]2[CH:8]=[CH:9][C:10]3[N:11]([C:13]([C:16]([F:17])([F:18])[F:19])=[N:14][N:15]=3)[N:12]=2)[CH2:6][CH2:5]1, predict the reactants needed to synthesize it. The reactants are: [N:1]1([C:7]2[CH:8]=[CH:9][C:10]3[N:11]([C:13]([C:16]([F:19])([F:18])[F:17])=[N:14][N:15]=3)[N:12]=2)[CH2:6][CH2:5][NH:4][CH2:3][CH2:2]1.[S:20]1[CH:24]=[CH:23][N:22]=[C:21]1[CH:25]=O. (2) Given the product [CH3:39][S:40]([OH:43])(=[O:42])=[O:41].[Cl:36][C:33]1[S:32][C:31]([C:29]([NH:28][C:22]2[C:21]([C:19]([NH:18][C:15]3[CH:14]=[CH:13][C:12]([N:11]4[CH2:10][CH2:9][O:8][C:37]4=[NH:38])=[CH:17][CH:16]=3)=[O:20])=[CH:26][N:25]=[C:24]([CH3:27])[N:23]=2)=[O:30])=[CH:35][CH:34]=1, predict the reactants needed to synthesize it. The reactants are: [Si]([O:8][CH2:9][CH2:10][N:11]([C:37]#[N:38])[C:12]1[CH:17]=[CH:16][C:15]([NH:18][C:19]([C:21]2[C:22]([NH:28][C:29]([C:31]3[S:32][C:33]([Cl:36])=[CH:34][CH:35]=3)=[O:30])=[N:23][C:24]([CH3:27])=[N:25][CH:26]=2)=[O:20])=[CH:14][CH:13]=1)(C(C)(C)C)(C)C.[CH3:39][S:40]([OH:43])(=[O:42])=[O:41]. (3) Given the product [C:41]1([CH:39]([C:28]2[CH:29]=[C:30]([OH:31])[C:25](=[O:24])[NH:26][N:27]=2)[CH3:40])[CH:46]=[CH:45][CH:44]=[CH:43][CH:42]=1, predict the reactants needed to synthesize it. The reactants are: OC1C(=O)NN=C(CCC2C=CC=CC=2)C=1.C([O:24][C:25]1[N:26]=[N:27][C:28]([C:39]([C:41]2[CH:46]=[CH:45][CH:44]=[CH:43][CH:42]=2)=[CH2:40])=[CH:29][C:30]=1[O:31]CC1C=CC=CC=1)C1C=CC=CC=1. (4) Given the product [C:48]([CH2:49][NH:54][C:3](=[O:5])[CH:2]([OH:1])[C:6]1[CH:7]=[CH:8][C:9]([C:12]2[N:16]=[C:15]([C:17]3[O:21][N:20]=[C:19]([C:22]4[CH:27]=[CH:26][CH:25]=[CH:24][CH:23]=4)[C:18]=3[C:28]([F:30])([F:31])[F:29])[O:14][N:13]=2)=[CH:10][CH:11]=1)#[N:47], predict the reactants needed to synthesize it. The reactants are: [OH:1][CH:2]([C:6]1[CH:11]=[CH:10][C:9]([C:12]2[N:16]=[C:15]([C:17]3[O:21][N:20]=[C:19]([C:22]4[CH:27]=[CH:26][CH:25]=[CH:24][CH:23]=4)[C:18]=3[C:28]([F:31])([F:30])[F:29])[O:14][N:13]=2)=[CH:8][CH:7]=1)[C:3]([OH:5])=O.CN1CCOCC1.CN(C(O[N:47]1N=[N:54][C:49]2C=CC=N[C:48]1=2)=[N+](C)C)C.F[P-](F)(F)(F)(F)F.CCOC(C)=O. (5) The reactants are: [C:1]([NH:4][CH2:5][CH:6]([C:11]1[CH:23]=[CH:22][C:14]([C:15]([O:17][C:18]([CH3:21])([CH3:20])[CH3:19])=[O:16])=[CH:13][CH:12]=1)[C:7]([O:9]C)=[O:8])(=[O:3])[CH3:2].[OH-].[K+]. Given the product [C:1]([NH:4][CH2:5][CH:6]([C:11]1[CH:12]=[CH:13][C:14]([C:15]([O:17][C:18]([CH3:21])([CH3:20])[CH3:19])=[O:16])=[CH:22][CH:23]=1)[C:7]([OH:9])=[O:8])(=[O:3])[CH3:2], predict the reactants needed to synthesize it. (6) Given the product [ClH:37].[OH:1][CH:2]([CH:29]([CH3:31])[CH3:30])[C:3]([N:5]1[CH2:10][CH2:9][N:8]([C:11]2[C:20]3[C:15](=[CH:16][C:17]([CH3:21])=[CH:18][CH:19]=3)[N:14]=[C:13]([C:22]3[CH:27]=[CH:26][CH:25]=[CH:24][C:23]=3[OH:28])[N:12]=2)[CH2:7][CH2:6]1)=[O:4], predict the reactants needed to synthesize it. The reactants are: [OH:1][CH:2]([CH:29]([CH3:31])[CH3:30])[C:3]([N:5]1[CH2:10][CH2:9][N:8]([C:11]2[C:20]3[C:15](=[CH:16][C:17]([CH3:21])=[CH:18][CH:19]=3)[N:14]=[C:13]([C:22]3[CH:27]=[CH:26][CH:25]=[CH:24][C:23]=3[OH:28])[N:12]=2)[CH2:7][CH2:6]1)=[O:4].CCOCC.[ClH:37].